This data is from Catalyst prediction with 721,799 reactions and 888 catalyst types from USPTO. The task is: Predict which catalyst facilitates the given reaction. (1) Reactant: CSC.B.[Br:5][C:6]1[CH:7]=[CH:8][C:9]2[NH:14][C:13](=O)[CH2:12][O:11][C:10]=2[N:16]=1. Product: [Br:5][C:6]1[CH:7]=[CH:8][C:9]2[NH:14][CH2:13][CH2:12][O:11][C:10]=2[N:16]=1. The catalyst class is: 1. (2) Reactant: [C:1](O)(=O)[CH2:2][C:3]([OH:5])=[O:4].C=O.C1(N[CH:17]2[CH2:22]CCCC2)CCCCC1.[CH2:23]([SH:25])C. Product: [CH2:22]([S:25][CH2:23][C:2](=[CH2:1])[C:3]([OH:5])=[O:4])[CH3:17]. The catalyst class is: 12. (3) Reactant: [C:1]1(=[O:7])[O:6][C:4](=[O:5])[CH2:3][CH2:2]1.[NH2:8][C:9]([CH3:30])([CH3:29])[CH2:10][N:11]1[C:23]2[C:22]3[CH:21]=[CH:20][CH:19]=[CH:18][C:17]=3[N:16]=[C:15]([NH2:24])[C:14]=2[N:13]=[C:12]1[CH2:25][O:26][CH2:27][CH3:28].ClCCl. Product: [O:5]=[C:4]1[CH2:3][CH2:2][C:1](=[O:6])[N:24]1[C:15]1[C:14]2[N:13]=[C:12]([CH2:25][O:26][CH2:27][CH3:28])[N:11]([CH2:10][C:9]([NH:8][C:4](=[O:5])[CH2:3][CH2:2][C:1]([OH:6])=[O:7])([CH3:29])[CH3:30])[C:23]=2[C:22]2[CH:21]=[CH:20][CH:19]=[CH:18][C:17]=2[N:16]=1. The catalyst class is: 3.